Dataset: Full USPTO retrosynthesis dataset with 1.9M reactions from patents (1976-2016). Task: Predict the reactants needed to synthesize the given product. (1) Given the product [C:1]([C:3]1[C:4]([N:17]2[CH2:18][CH2:19][CH:20]([C:23]([NH:37][S:34]([CH2:33][C:29]3[CH:30]=[CH:31][CH:32]=[C:27]([F:26])[CH:28]=3)(=[O:36])=[O:35])=[O:24])[CH2:21][CH2:22]2)=[N:5][C:6]([CH:14]([F:16])[F:15])=[C:7]([CH:8]=1)[C:9]([O:11][CH2:12][CH3:13])=[O:10])#[N:2], predict the reactants needed to synthesize it. The reactants are: [C:1]([C:3]1[C:4]([N:17]2[CH2:22][CH2:21][CH:20]([C:23](O)=[O:24])[CH2:19][CH2:18]2)=[N:5][C:6]([CH:14]([F:16])[F:15])=[C:7]([C:9]([O:11][CH2:12][CH3:13])=[O:10])[CH:8]=1)#[N:2].[F:26][C:27]1[CH:28]=[C:29]([CH2:33][S:34]([NH2:37])(=[O:36])=[O:35])[CH:30]=[CH:31][CH:32]=1. (2) Given the product [CH2:1]([O:8][C:9]([N:11]1[CH2:15][CH2:14][CH2:13][C@H:12]1[C:16]1[NH:17][C:18]2[CH:24]=[C:23]([C:35]3[CH:36]=[CH:37][C:38]([C:39](=[O:40])[NH:41][CH:42]4[CH2:44][CH2:43]4)=[CH:45][CH:46]=3)[CH:22]=[CH:21][C:19]=2[N:20]=1)=[O:10])[C:2]1[CH:7]=[CH:6][CH:5]=[CH:4][CH:3]=1, predict the reactants needed to synthesize it. The reactants are: [CH2:1]([O:8][C:9]([N:11]1[CH2:15][CH2:14][CH2:13][C@H:12]1[C:16]1[NH:20][C:19]2[CH:21]=[CH:22][C:23](B3OC(C)(C)C(C)(C)O3)=[CH:24][C:18]=2[N:17]=1)=[O:10])[C:2]1[CH:7]=[CH:6][CH:5]=[CH:4][CH:3]=1.Br[C:35]1[CH:46]=[CH:45][C:38]([C:39]([NH:41][CH:42]2[CH2:44][CH2:43]2)=[O:40])=[CH:37][CH:36]=1.CN(C=O)C. (3) Given the product [F:33][C:23]1[CH:24]=[C:25]([O:28][C:29]([F:30])([F:31])[F:32])[CH:26]=[CH:27][C:22]=1[S:19]([N:16]1[CH2:17][CH2:18][N:13]([C:11]2[S:12][C:8]([C:6]([OH:7])=[O:5])=[C:9]([CH3:47])[N:10]=2)[CH2:14][C@@H:15]1[C:34](=[O:46])[NH:35][CH2:36][C:37]1[CH:38]=[CH:39][C:40]([CH2:43][CH2:44][CH3:45])=[CH:41][CH:42]=1)(=[O:20])=[O:21], predict the reactants needed to synthesize it. The reactants are: C([O:5][C:6]([C:8]1[S:12][C:11]([N:13]2[CH2:18][CH2:17][N:16]([S:19]([C:22]3[CH:27]=[CH:26][C:25]([O:28][C:29]([F:32])([F:31])[F:30])=[CH:24][C:23]=3[F:33])(=[O:21])=[O:20])[C@@H:15]([C:34](=[O:46])[NH:35][CH2:36][C:37]3[CH:42]=[CH:41][C:40]([CH2:43][CH2:44][CH3:45])=[CH:39][CH:38]=3)[CH2:14]2)=[N:10][C:9]=1[CH3:47])=[O:7])(C)(C)C.FC(F)(F)C(O)=O. (4) Given the product [ClH:30].[CH:1]1([C:4]2[CH:5]=[C:6]([C@@H:16]([CH2:20][C@H:21]3[CH2:26][CH2:25][C:23](=[O:24])[CH2:22]3)[C:17]([NH:40][C:37]3[CH:36]=[CH:35][C:34]([CH3:33])=[CH:39][N:38]=3)=[O:18])[CH:7]=[CH:8][C:9]=2[S:10]([CH:13]2[CH2:15][CH2:14]2)(=[O:12])=[O:11])[CH2:3][CH2:2]1, predict the reactants needed to synthesize it. The reactants are: [CH:1]1([C:4]2[CH:5]=[C:6]([C@@H:16]([CH2:20][CH:21]3[CH2:26][CH2:25][O:24][CH2:23][CH2:22]3)[C:17](O)=[O:18])[CH:7]=[CH:8][C:9]=2[S:10]([CH:13]2[CH2:15][CH2:14]2)(=[O:12])=[O:11])[CH2:3][CH2:2]1.C(Cl)(=O)C([Cl:30])=O.[CH3:33][C:34]1[CH:35]=[CH:36][C:37]([NH2:40])=[N:38][CH:39]=1.C(OC(C)C)(C)C. (5) Given the product [Cl:22][C:17]1[CH:16]=[C:15]([NH:14][C:5]2[C:4]3[C:9](=[CH:10][CH:11]=[C:2]([NH:1][CH2:24][C:23]([OH:27])=[O:26])[CH:3]=3)[N:8]=[CH:7][C:6]=2[C:12]#[N:13])[CH:20]=[CH:19][C:18]=1[F:21], predict the reactants needed to synthesize it. The reactants are: [NH2:1][C:2]1[CH:3]=[C:4]2[C:9](=[CH:10][CH:11]=1)[N:8]=[CH:7][C:6]([C:12]#[N:13])=[C:5]2[NH:14][C:15]1[CH:20]=[CH:19][C:18]([F:21])=[C:17]([Cl:22])[CH:16]=1.[C:23]([OH:27])(=[O:26])[CH:24]=O.O.[BH3-]C#N.[Na+]. (6) Given the product [CH3:33][N:2]([CH3:1])[C:3]1([C:27]2[CH:28]=[CH:29][CH:30]=[CH:31][CH:32]=2)[CH2:8][CH2:7][CH:6]([CH2:9][C:10]([N:12]2[CH2:17][CH2:16][CH2:15][CH:14]([C:18]3[C:26]4[C:21](=[CH:22][CH:23]=[CH:24][CH:25]=4)[NH:20][CH:19]=3)[CH2:13]2)=[O:11])[CH2:5][CH2:4]1, predict the reactants needed to synthesize it. The reactants are: [CH3:1][N:2]([CH3:33])[C:3]1([C:27]2[CH:32]=[CH:31][CH:30]=[CH:29][CH:28]=2)[CH2:8][CH2:7][C:6](=[CH:9][C:10]([N:12]2[CH2:17][CH2:16][CH2:15][CH:14]([C:18]3[C:26]4[C:21](=[CH:22][CH:23]=[CH:24][CH:25]=4)[NH:20][CH:19]=3)[CH2:13]2)=[O:11])[CH2:5][CH2:4]1. (7) Given the product [F:1][C:2]1([F:11])[CH2:5][CH:4]([C:6]([CH3:10])([CH3:9])[C:7]([OH:16])=[O:12])[CH2:3]1, predict the reactants needed to synthesize it. The reactants are: [F:1][C:2]1([F:11])[CH2:5][CH:4]([C:6]([CH3:10])([CH3:9])[C:7]#N)[CH2:3]1.[OH-:12].[Na+].C([OH:16])C. (8) Given the product [CH2:1]([NH:3][C:4]1[N:5]=[CH:6][C:7]2[C:16](=[O:17])[N:15]([CH2:18][CH:19]3[CH2:20][CH2:21][N:22]([C:46]([C:42]4[O:41][CH:45]=[CH:44][CH:43]=4)=[O:47])[CH2:23][CH2:24]3)[CH2:14][C@H:13]3[N:9]([CH2:10][CH2:11][CH2:12]3)[C:8]=2[N:31]=1)[CH3:2], predict the reactants needed to synthesize it. The reactants are: [CH2:1]([NH:3][C:4]1[N:5]=[CH:6][C:7]2[C:16](=[O:17])[N:15]([CH2:18][CH:19]3[CH2:24][CH2:23][N:22](C4C=NC=NC=4)[CH2:21][CH2:20]3)[CH2:14][C@H:13]3[N:9]([CH2:10][CH2:11][CH2:12]3)[C:8]=2[N:31]=1)[CH3:2].C(N(CC)C(C)C)(C)C.[O:41]1[CH:45]=[CH:44][CH:43]=[C:42]1[C:46](Cl)=[O:47].O.